Dataset: Reaction yield outcomes from USPTO patents with 853,638 reactions. Task: Predict the reaction yield, written as a fraction of the theoretical maximum amount of product (1.0 means a 100% yield; for example, 0.34 means a 34% yield). (1) The reactants are [CH2:1]([O:3][P:4]([O-:8])[O:5][CH2:6][CH3:7])[CH3:2].[H-].[Na+].CS(O[CH2:16][CH2:17][CH2:18][C:19]1[C:43]([O:44][CH3:45])=[CH:42][C:22]2[C@@H:23]([C:36]3[CH:41]=[CH:40][CH:39]=[CH:38][CH:37]=3)[NH:24][C@@:25]([CH2:32][CH2:33][CH2:34][CH3:35])([CH2:30][CH3:31])[CH2:26][S:27](=[O:29])(=[O:28])[C:21]=2[CH:20]=1)(=O)=O. The catalyst is C1COCC1. The product is [CH2:32]([C@@:25]1([CH2:30][CH3:31])[NH:24][C@H:23]([C:36]2[CH:41]=[CH:40][CH:39]=[CH:38][CH:37]=2)[C:22]2[CH:42]=[C:43]([O:44][CH3:45])[C:19]([CH2:18][CH2:17][CH2:16][P:4](=[O:8])([O:5][CH2:6][CH3:7])[O:3][CH2:1][CH3:2])=[CH:20][C:21]=2[S:27](=[O:28])(=[O:29])[CH2:26]1)[CH2:33][CH2:34][CH3:35]. The yield is 0.530. (2) The reactants are C([NH:8][C@H:9]1[C@@H:14]([CH2:15][OH:16])[CH2:13][CH2:12][N:11]([C:17]([O:19][C:20]([CH3:23])([CH3:22])[CH3:21])=[O:18])[CH2:10]1)C1C=CC=CC=1. The catalyst is C(O)C.[Pd]. The product is [NH2:8][C@H:9]1[C@@H:14]([CH2:15][OH:16])[CH2:13][CH2:12][N:11]([C:17]([O:19][C:20]([CH3:23])([CH3:22])[CH3:21])=[O:18])[CH2:10]1. The yield is 0.890. (3) The reactants are [C:1]([O:4][C@@H:5]1[O:27][C@H:26]([CH2:28][O:29]C(=O)C2C=CC=CC=2)[C@@H:16]([O:17]C(=O)C2C=CC=CC=2)[C@H:6]1[O:7]C(=O)C1C=CC=CC=1)(=O)[CH3:2].[F:38][C:39]([F:51])([F:50])[C:40]([NH:42][C:43]1[CH:44]=C(O)C=[CH:47][CH:48]=1)=[O:41].B(F)(F)F.ClCCl. The catalyst is O1CCCC1. The product is [O:4]([C:1]1[CH:2]=[CH:47][CH:48]=[C:43]([NH:42][C:40](=[O:41])[C:39]([F:51])([F:38])[F:50])[CH:44]=1)[C@@H:5]1[O:27][C@H:26]([CH2:28][OH:29])[C@@H:16]([OH:17])[C@H:6]1[OH:7]. The yield is 0.210. (4) The reactants are [CH3:1][N:2]1[C:7](=[O:8])[C:6]([NH:9][C:10]2[CH:15]=[CH:14][C:13]([N:16]3[CH2:21][CH2:20][N:19]([CH:22]4[CH2:25][O:24][CH2:23]4)[CH2:18][CH2:17]3)=[CH:12][N:11]=2)=[CH:5][C:4]([C:26]2[C:31]([CH:32]=[O:33])=[C:30]([N:34]3[CH:46]=[CH:45][N:37]4[C:38]5[CH2:39][CH2:40][CH2:41][CH2:42][C:43]=5[CH:44]=[C:36]4[C:35]3=[O:47])[N:29]=[CH:28][CH:27]=2)=[CH:3]1.[BH4-].[Na+]. The catalyst is CO. The product is [OH:33][CH2:32][C:31]1[C:30]([N:34]2[CH:46]=[CH:45][N:37]3[C:38]4[CH2:39][CH2:40][CH2:41][CH2:42][C:43]=4[CH:44]=[C:36]3[C:35]2=[O:47])=[N:29][CH:28]=[CH:27][C:26]=1[C:4]1[CH:5]=[C:6]([NH:9][C:10]2[CH:15]=[CH:14][C:13]([N:16]3[CH2:21][CH2:20][N:19]([CH:22]4[CH2:25][O:24][CH2:23]4)[CH2:18][CH2:17]3)=[CH:12][N:11]=2)[C:7](=[O:8])[N:2]([CH3:1])[CH:3]=1. The yield is 0.740. (5) The reactants are Br/[CH:2]=[C:3]1/[C:4]2[CH:17]=[CH:16][C:15]([F:18])=[CH:14][C:5]=2[O:6][CH2:7][C:8]2[N:13]=[CH:12][CH:11]=[CH:10][C:9]/1=2.[N:19]1([CH2:25][CH2:26][N:27]2[C:31]3[CH:32]=[CH:33][C:34](C4(O)CCCB4O)=[CH:35][C:30]=3[NH:29][C:28]2=[O:43])[CH2:24][CH2:23][O:22][CH2:21][CH2:20]1. No catalyst specified. The product is [F:18][C:15]1[CH:16]=[CH:17][C:4]2=[C:5]([CH:14]=1)[O:6][CH2:7][C:8]1[N:13]=[CH:12][CH:11]=[CH:10][C:9]=1/[C:3]/2=[CH:2]\[C:34]1[CH:33]=[CH:32][C:31]2[N:27]([CH2:26][CH2:25][N:19]3[CH2:20][CH2:21][O:22][CH2:23][CH2:24]3)[C:28](=[O:43])[NH:29][C:30]=2[CH:35]=1. The yield is 0.390. (6) The reactants are [CH2:1]([C@@:4]1([C:20]2[CH:25]=[CH:24][CH:23]=[CH:22][CH:21]=2)[O:9][C:8](=[O:10])[N:7]([C@H:11]([C:13]2[CH:18]=[CH:17][C:16](Br)=[CH:15][CH:14]=2)[CH3:12])[CH2:6][CH2:5]1)[CH:2]=[CH2:3].[F:26][C:27]1[CH:32]=[CH:31][C:30](B(O)O)=[CH:29][CH:28]=1.C([O-])([O-])=O.[Cs+].[Cs+]. The catalyst is O1CCOCC1.Cl[Pd](Cl)([P](C1C=CC=CC=1)(C1C=CC=CC=1)C1C=CC=CC=1)[P](C1C=CC=CC=1)(C1C=CC=CC=1)C1C=CC=CC=1. The product is [CH2:1]([C@@:4]1([C:20]2[CH:25]=[CH:24][CH:23]=[CH:22][CH:21]=2)[O:9][C:8](=[O:10])[N:7]([C@H:11]([C:13]2[CH:18]=[CH:17][C:16]([C:30]3[CH:31]=[CH:32][C:27]([F:26])=[CH:28][CH:29]=3)=[CH:15][CH:14]=2)[CH3:12])[CH2:6][CH2:5]1)[CH:2]=[CH2:3]. The yield is 0.880.